This data is from Reaction yield outcomes from USPTO patents with 853,638 reactions. The task is: Predict the reaction yield, written as a fraction of the theoretical maximum amount of product (1.0 means a 100% yield; for example, 0.34 means a 34% yield). (1) The product is [F:1][C:2]1[CH:3]=[CH:4][C:5]([C:8]2[O:9][C:10]3[CH:20]=[CH:19][C:18]([C:21]4[C:22]([CH3:33])=[CH:23][C:24]([OH:31])=[C:25]([CH:30]=4)[C:26]([O:28][CH3:29])=[O:27])=[CH:17][C:11]=3[C:12]=2[C:13](=[O:16])[NH:14][CH3:15])=[CH:6][CH:7]=1. The reactants are [F:1][C:2]1[CH:7]=[CH:6][C:5]([C:8]2[O:9][C:10]3[CH:20]=[CH:19][C:18]([C:21]4[C:22]([CH3:33])=[CH:23][C:24]([O:31]C)=[C:25]([CH:30]=4)[C:26]([O:28][CH3:29])=[O:27])=[CH:17][C:11]=3[C:12]=2[C:13](=[O:16])[NH:14][CH3:15])=[CH:4][CH:3]=1.B(Cl)(Cl)Cl.CO. The yield is 0.780. The catalyst is C(Cl)Cl. (2) The reactants are [NH:1]([C:8]1[N:9]([C:21]2[CH:26]=[CH:25][CH:24]=[CH:23][CH:22]=2)[C:10]2[C:15]([C:16](=[O:18])[CH:17]=1)=[C:14]([CH3:19])[CH:13]=[C:12](Cl)[N:11]=2)[C:2]1[CH:7]=[CH:6][CH:5]=[CH:4][CH:3]=1.[CH2:27]([Mg]Cl)[C:28]1[CH:33]=[CH:32][CH:31]=[CH:30][CH:29]=1. The catalyst is C1COCC1.Cl[Ni]1(Cl)[P](C2C=CC=CC=2)(C2C=CC=CC=2)CCC[P]1(C1C=CC=CC=1)C1C=CC=CC=1. The product is [NH:1]([C:8]1[N:9]([C:21]2[CH:26]=[CH:25][CH:24]=[CH:23][CH:22]=2)[C:10]2[C:15]([C:16](=[O:18])[CH:17]=1)=[C:14]([CH3:19])[CH:13]=[C:12]([CH2:27][C:28]1[CH:33]=[CH:32][CH:31]=[CH:30][CH:29]=1)[N:11]=2)[C:2]1[CH:7]=[CH:6][CH:5]=[CH:4][CH:3]=1. The yield is 0.410. (3) The reactants are [O:1]1[CH2:6][CH2:5][N:4]([CH2:7][CH2:8][N:9]([C:14]2[CH:15]=[C:16]([CH:20]=[CH:21][C:22]=2[O:23][C:24]([F:27])([F:26])[F:25])[C:17]([OH:19])=[O:18])[S:10]([CH3:13])(=[O:12])=[O:11])[CH2:3][CH2:2]1.[Cl:28][C:29]1[CH:30]=[N+:31]([O-:54])[CH:32]=[C:33]([Cl:53])[C:34]=1[CH2:35][C@@H:36]([C:38]1[CH:43]=[CH:42][C:41]([O:44][CH:45]([F:47])[F:46])=[C:40]([O:48][CH2:49][CH:50]2[CH2:52][CH2:51]2)[CH:39]=1)O.C(Cl)CCl.Cl. The catalyst is CN(C1C=CN=CC=1)C.C(Cl)Cl. The product is [Cl:28][C:29]1[CH:30]=[N+:31]([O-:54])[CH:32]=[C:33]([Cl:53])[C:34]=1[CH2:35][C@@H:36]([C:38]1[CH:43]=[CH:42][C:41]([O:44][CH:45]([F:47])[F:46])=[C:40]([O:48][CH2:49][CH:50]2[CH2:52][CH2:51]2)[CH:39]=1)[O:18][C:17](=[O:19])[C:16]1[CH:20]=[CH:21][C:22]([O:23][C:24]([F:26])([F:25])[F:27])=[C:14]([N:9]([CH2:8][CH2:7][N:4]2[CH2:3][CH2:2][O:1][CH2:6][CH2:5]2)[S:10]([CH3:13])(=[O:11])=[O:12])[CH:15]=1. The yield is 0.0722. (4) The reactants are Br[CH2:2][CH:3]([F:21])[CH2:4][CH2:5][N:6]1[CH:11]=[CH:10][C:9]([NH:12][C:13](=[O:19])[O:14][C:15]([CH3:18])([CH3:17])[CH3:16])=[N:8][C:7]1=[O:20].[N-:22]=[N+:23]=[N-:24].[Na+].C(OC)(=O)C#C.CC(O)=O.CCN(C(C)C)C(C)C. The catalyst is CN(C=O)C.[Cu]I.C(Cl)Cl. The product is [N:22]([CH2:2][CH:3]([F:21])[CH2:4][CH2:5][N:6]1[CH:11]=[CH:10][C:9]([NH:12][C:13](=[O:19])[O:14][C:15]([CH3:18])([CH3:17])[CH3:16])=[N:8][C:7]1=[O:20])=[N+:23]=[N-:24]. The yield is 0.950. (5) The reactants are [N:1]1([C:5]([C:7]2[CH:8]=[C:9]([Cl:37])[C:10]([O:13][C:14]3[CH:19]=[C:18]([C:20]4[NH:21][C:22]([C:25]5[O:26][C@@H:27]([CH3:30])[CH2:28][N:29]=5)=[CH:23][CH:24]=4)[CH:17]=[C:16]([O:31][C@@H:32]([CH3:36])[CH2:33][O:34]C)[CH:15]=3)=[N:11][CH:12]=2)=[O:6])[CH2:4][CH2:3][CH2:2]1.B(Br)(Br)Br.[Cl-].[NH4+]. The catalyst is ClCCl. The product is [N:1]1([C:5]([C:7]2[CH:8]=[C:9]([Cl:37])[C:10]([O:13][C:14]3[CH:15]=[C:16]([CH:17]=[C:18]([C:20]4[NH:21][C:22]([C:25]5[O:26][C@@H:27]([CH3:30])[CH2:28][N:29]=5)=[CH:23][CH:24]=4)[CH:19]=3)[O:31][C@@H:32]([CH3:36])[CH2:33][OH:34])=[N:11][CH:12]=2)=[O:6])[CH2:2][CH2:3][CH2:4]1. The yield is 0.530. (6) The reactants are [Cl:1][C:2]1[CH:7]=[CH:6][CH:5]=[CH:4][C:3]=1[NH:8][C:9]([C:11]1[CH:15]=[CH:14][NH:13][N:12]=1)=[O:10].[C:16]1([N:22]=[C:23]=[S:24])[CH:21]=[CH:20][CH:19]=[CH:18][CH:17]=1.C([O-])([O-])=O.[K+].[K+]. The catalyst is CC(C)=O. The product is [Cl:1][C:2]1[CH:7]=[CH:6][CH:5]=[CH:4][C:3]=1[NH:8][C:9]([C:11]1[CH:15]=[CH:14][N:13]([C:23](=[S:24])[NH:22][C:16]2[CH:21]=[CH:20][CH:19]=[CH:18][CH:17]=2)[N:12]=1)=[O:10]. The yield is 0.760. (7) The reactants are Br[C:2]1[C:10]2[O:9][CH2:8][CH:7]([C:11]3[CH:16]=[CH:15][C:14]([CH:17]([CH3:19])[CH3:18])=[CH:13][CH:12]=3)[C:6]=2[C:5]([CH3:20])=[C:4]([NH:21][C:22](=[O:28])[CH2:23][C:24]([CH3:27])([CH3:26])[CH3:25])[C:3]=1[CH3:29].[C:30]([C:33]1[CH:34]=[C:35](B(O)O)[CH:36]=[CH:37][CH:38]=1)(=[O:32])[CH3:31]. No catalyst specified. The product is [C:30]([C:33]1[CH:34]=[C:35]([C:2]2[C:10]3[O:9][CH2:8][CH:7]([C:11]4[CH:16]=[CH:15][C:14]([CH:17]([CH3:18])[CH3:19])=[CH:13][CH:12]=4)[C:6]=3[C:5]([CH3:20])=[C:4]([NH:21][C:22](=[O:28])[CH2:23][C:24]([CH3:27])([CH3:26])[CH3:25])[C:3]=2[CH3:29])[CH:36]=[CH:37][CH:38]=1)(=[O:32])[CH3:31]. The yield is 0.790. (8) The reactants are [C:1]([C:4]1[CH:5]=[CH:6][C:7]2[C:13]3[C:14]([O:22][CH3:23])=[C:15]([O:20][CH3:21])[C:16]([O:18][CH3:19])=[CH:17][C:12]=3[CH2:11][CH2:10][C@H:9]([NH:24][C:25](=[O:27])[CH3:26])[C:8]=2[CH:28]=1)(O)=[O:2].C1CCC(N=C=NC2CCCCC2)CC1.[NH2:44][CH2:45][CH2:46][CH2:47][N:48]1[CH2:53][CH2:52][O:51][CH2:50][CH2:49]1. The catalyst is CN(C1C=CN=CC=1)C.ClCCl. The product is [C:25]([NH:24][C@@H:9]1[C:8]2[CH:28]=[C:4]([C:1]([NH:44][CH2:45][CH2:46][CH2:47][N:48]3[CH2:53][CH2:52][O:51][CH2:50][CH2:49]3)=[O:2])[CH:5]=[CH:6][C:7]=2[C:13]2[C:14]([O:22][CH3:23])=[C:15]([O:20][CH3:21])[C:16]([O:18][CH3:19])=[CH:17][C:12]=2[CH2:11][CH2:10]1)(=[O:27])[CH3:26]. The yield is 0.300.